From a dataset of Reaction yield outcomes from USPTO patents with 853,638 reactions. Predict the reaction yield, written as a fraction of the theoretical maximum amount of product (1.0 means a 100% yield; for example, 0.34 means a 34% yield). (1) The reactants are [CH3:1][CH:2]1[CH2:7][CH2:6][CH:5]([CH2:8][C:9]([OH:11])=O)[CH2:4][CH2:3]1.[NH2:12][C@@H:13]1[C@H:17]2[O:18][CH2:19][C@H:20]([NH:21][C:22]([CH:24]3[CH2:26][CH2:25]3)=[O:23])[C@H:16]2[O:15][CH2:14]1. No catalyst specified. The product is [CH3:1][CH:2]1[CH2:3][CH2:4][CH:5]([CH2:8][C:9]([NH:12][C@@H:13]2[C@H:17]3[O:18][CH2:19][C@H:20]([NH:21][C:22]([CH:24]4[CH2:25][CH2:26]4)=[O:23])[C@H:16]3[O:15][CH2:14]2)=[O:11])[CH2:6][CH2:7]1. The yield is 0.400. (2) The reactants are C[O:2][C:3](=[O:24])[CH2:4][C@H:5]([NH:16][C:17]([O:19][C:20]([CH3:23])([CH3:22])[CH3:21])=[O:18])[CH2:6][C:7]1[CH:12]=[C:11]([F:13])[C:10]([F:14])=[CH:9][C:8]=1[F:15].O[Li].O.C([O-])(O)=O.[Na+]. The catalyst is C1COCC1.O. The product is [C:20]([O:19][C:17]([NH:16][C@H:5]([CH2:6][C:7]1[CH:12]=[C:11]([F:13])[C:10]([F:14])=[CH:9][C:8]=1[F:15])[CH2:4][C:3]([OH:24])=[O:2])=[O:18])([CH3:23])([CH3:21])[CH3:22]. The yield is 0.951. (3) The reactants are [Cl-].[CH3:2][O:3][CH2:4][P+](C1C=CC=CC=1)(C1C=CC=CC=1)C1C=CC=CC=1.[Li+].C[Si]([N-][Si](C)(C)C)(C)C.[Cl:34][C:35]1[CH:43]=[C:42]2[C:38]([CH:39]=[C:40]([CH:45]=O)[N:41]2[CH3:44])=[CH:37][C:36]=1[C:47]#[N:48]. The catalyst is C1COCC1. The product is [Cl:34][C:35]1[CH:43]=[C:42]2[C:38]([CH:39]=[C:40]([CH:45]=[CH:2][O:3][CH3:4])[N:41]2[CH3:44])=[CH:37][C:36]=1[C:47]#[N:48]. The yield is 0.820. (4) The reactants are [OH:1][C:2]1[CH:7]=[CH:6][C:5]([C:8]2[CH:13]=[CH:12][C:11]([S:14]([NH:17][CH:18]([CH:22]([CH3:24])[CH3:23])[C:19]([OH:21])=[O:20])(=[O:16])=[O:15])=[CH:10][CH:9]=2)=[CH:4][CH:3]=1.[F:25][C:26]1[CH:31]=[CH:30][C:29]([N:32]=[C:33]=[O:34])=[CH:28][CH:27]=1. The catalyst is CCN(CC)CC. The product is [C:5]([O:20][C:19](=[O:21])[CH:18]([NH:17][S:14]([C:11]1[CH:10]=[CH:9][C:8]([C:5]2[CH:6]=[CH:7][C:2]([O:1][C:33](=[O:34])[NH:32][C:29]3[CH:30]=[CH:31][C:26]([F:25])=[CH:27][CH:28]=3)=[CH:3][CH:4]=2)=[CH:13][CH:12]=1)(=[O:16])=[O:15])[CH:22]([CH3:24])[CH3:23])([CH3:8])([CH3:6])[CH3:4]. The yield is 0.570. (5) The reactants are O=[C:2]1[CH2:6][S:5][CH2:4][CH:3]1[C:7]([O:9][CH3:10])=[O:8].[F:11][C:12]1[CH:18]=[C:17]([I:19])[CH:16]=[CH:15][C:13]=1[NH2:14]. The catalyst is C(O)C.C(O)(=O)C. The product is [F:11][C:12]1[CH:18]=[C:17]([I:19])[CH:16]=[CH:15][C:13]=1[NH:14][C:2]1[CH2:6][S:5][CH2:4][C:3]=1[C:7]([O:9][CH3:10])=[O:8]. The yield is 0.420. (6) The reactants are [CH3:1][O:2][C:3]1[CH:4]=[C:5]2[C:9](=[CH:10][CH:11]=1)[NH:8][C:7]1[CH:12]([C:18]([OH:20])=[O:19])[N:13]3[CH2:17][CH:16]([C:6]2=1)[CH2:15][CH2:14]3.[ClH:21].CCOCC. The catalyst is CO. The product is [ClH:21].[CH3:1][O:2][C:3]1[CH:4]=[C:5]2[C:9](=[CH:10][CH:11]=1)[NH:8][C:7]1[CH:12]([C:18]([OH:20])=[O:19])[N:13]3[CH2:17][CH:16]([C:6]2=1)[CH2:15][CH2:14]3. The yield is 0.830.